This data is from Full USPTO retrosynthesis dataset with 1.9M reactions from patents (1976-2016). The task is: Predict the reactants needed to synthesize the given product. (1) Given the product [Cl:12][C:13]1[CH:18]=[CH:17][CH:16]=[C:15]([Cl:19])[C:14]=1[N:20]1[CH:31]=[CH:30][C:23]2[N:24]=[C:25]([NH:42][C:43]3[CH:44]=[C:45]([CH:55]=[CH:56][CH:57]=3)[CH2:46][NH:47][C:48](=[O:54])[O:49][C:50]([CH3:53])([CH3:52])[CH3:51])[N:26]=[CH:27][C:22]=2[C:21]1=[O:32], predict the reactants needed to synthesize it. The reactants are: C1C=C(Cl)C=C(C(OO)=O)C=1.[Cl:12][C:13]1[CH:18]=[CH:17][CH:16]=[C:15]([Cl:19])[C:14]=1[N:20]1[CH:31]=[CH:30][C:23]2[N:24]=[C:25](SC)[N:26]=[CH:27][C:22]=2[C:21]1=[O:32].CCN(C(C)C)C(C)C.[NH2:42][C:43]1[CH:44]=[C:45]([CH:55]=[CH:56][CH:57]=1)[CH2:46][NH:47][C:48](=[O:54])[O:49][C:50]([CH3:53])([CH3:52])[CH3:51]. (2) Given the product [N+:43]([C:42]1[CH:41]=[CH:40][CH:39]=[C:34]2[C:33]=1[CH2:32][N:8]([CH:7]1[CH2:6][CH:5]([O:19][C:20](=[O:22])[CH3:21])[C:4](=[O:23])[NH:3][C:2]1=[O:1])[C:9]2=[O:11])([O-:45])=[O:44], predict the reactants needed to synthesize it. The reactants are: [O:1]=[C:2]1[CH:7]([NH:8][C:9]([O:11]CC2C=CC=CC=2)=O)[CH2:6][CH:5]([O:19][C:20](=[O:22])[CH3:21])[C:4](=[O:23])[NH:3]1.C(N(CC)CC)C.Br[CH2:32][C:33]1[C:42]([N+:43]([O-:45])=[O:44])=[CH:41][CH:40]=[CH:39][C:34]=1C(OC)=O. (3) Given the product [NH2:1][C:2]1[C:11]2[C:6](=[CH:7][CH:8]=[C:9]([C:12]([NH:14][C:15]3[CH:20]=[CH:19][C:18]([CH2:21][NH:22][C:31]([C:29]4[CH:28]=[CH:27][N:26]=[C:25]([Cl:24])[CH:30]=4)=[O:32])=[CH:17][CH:16]=3)=[O:13])[CH:10]=2)[N:5]=[C:4]([CH3:23])[CH:3]=1, predict the reactants needed to synthesize it. The reactants are: [NH2:1][C:2]1[C:11]2[C:6](=[CH:7][CH:8]=[C:9]([C:12]([NH:14][C:15]3[CH:20]=[CH:19][C:18]([CH2:21][NH2:22])=[CH:17][CH:16]=3)=[O:13])[CH:10]=2)[N:5]=[C:4]([CH3:23])[CH:3]=1.[Cl:24][C:25]1[CH:30]=[C:29]([C:31](O)=[O:32])[CH:28]=[CH:27][N:26]=1.C(N(CC)CC)C.C1CN([P+](Br)(N2CCCC2)N2CCCC2)CC1.F[P-](F)(F)(F)(F)F. (4) Given the product [C:1]([O:5][C:6]([N:8]1[CH2:13][CH2:12][N:11]2[C:14]([C:28]([F:31])([F:30])[F:29])=[N:15][C:16]([CH2:17][CH3:18])=[C:10]2[CH:9]1[CH2:20][CH2:21][C:22]1[CH:27]=[CH:26][C:25]([C:28]([F:31])([F:30])[F:29])=[CH:24][CH:23]=1)=[O:7])([CH3:4])([CH3:3])[CH3:2], predict the reactants needed to synthesize it. The reactants are: [C:1]([O:5][C:6]([N:8]1[CH2:13][CH2:12][N:11]2[C:14](Br)=[N:15][C:16]([CH2:17][CH3:18])=[C:10]2[CH:9]1[CH2:20][CH2:21][C:22]1[CH:27]=[CH:26][C:25]([C:28]([F:31])([F:30])[F:29])=[CH:24][CH:23]=1)=[O:7])([CH3:4])([CH3:3])[CH3:2]. (5) Given the product [Cl:19][C:14]1[CH:13]=[C:12]([CH:4]([CH2:5][CH:6]2[CH2:7][CH2:8][O:9][CH2:10][CH2:11]2)[C:3]([OH:20])=[O:2])[CH:17]=[CH:16][C:15]=1[Cl:18], predict the reactants needed to synthesize it. The reactants are: C[O:2][C:3](=[O:20])[CH:4]([C:12]1[CH:17]=[CH:16][C:15]([Cl:18])=[C:14]([Cl:19])[CH:13]=1)[CH2:5][CH:6]1[CH2:11][CH2:10][O:9][CH2:8][CH2:7]1.O.[OH-].[Li+].